Predict the product of the given reaction. From a dataset of Forward reaction prediction with 1.9M reactions from USPTO patents (1976-2016). (1) Given the reactants C[O:2][C:3]([C:5]1[CH:10]=[C:9]([CH2:11][CH2:12][CH:13]([F:15])[F:14])[CH:8]=[CH:7][N:6]=1)=[O:4].Cl.[OH-].[Na+].[C:19](O[C:19]([O:21][C:22]([CH3:25])([CH3:24])[CH3:23])=[O:20])([O:21][C:22]([CH3:25])([CH3:24])[CH3:23])=[O:20], predict the reaction product. The product is: [C:22]([O:21][C:19]([N:6]1[CH2:7][CH2:8][CH:9]([CH2:11][CH2:12][CH:13]([F:15])[F:14])[CH2:10][CH:5]1[C:3]([OH:2])=[O:4])=[O:20])([CH3:25])([CH3:24])[CH3:23]. (2) The product is: [CH2:9]([O:11][C:12](=[O:13])[C:14](=[O:4])[CH2:20][CH:21]1[CH2:23][CH2:22]1)[CH3:10]. Given the reactants C1C(=O)N(Br)C(=[O:4])C1.[CH2:9]([O:11][C:12]([C:14]1([CH2:20][CH:21]2[CH2:23][CH2:22]2)SCCCS1)=[O:13])[CH3:10].CCCCCC.C(Cl)Cl, predict the reaction product. (3) Given the reactants Cl[C:2]1[N:11]=[C:10]([NH:12][CH3:13])[C:9]2[CH:8]=[CH:7][CH2:6][C:5]([C:15]3[CH:20]=[CH:19][CH:18]=[CH:17][CH:16]=3)([OH:14])[C:4]=2[N:3]=1.[Cl:21][C:22]1[N:23]=[CH:24][N:25]([C:27]2[CH:33]=[CH:32][C:30]([NH2:31])=[CH:29][C:28]=2[O:34][CH3:35])[CH:26]=1, predict the reaction product. The product is: [Cl:21][C:22]1[N:23]=[CH:24][N:25]([C:27]2[CH:33]=[CH:32][C:30]([NH:31][C:2]3[N:11]=[C:10]([NH:12][CH3:13])[C:9]4[CH:8]=[CH:7][CH2:6][C:5]([C:15]5[CH:20]=[CH:19][CH:18]=[CH:17][CH:16]=5)([OH:14])[C:4]=4[N:3]=3)=[CH:29][C:28]=2[O:34][CH3:35])[CH:26]=1. (4) Given the reactants C(Cl)(=O)C(Cl)=O.[C:7]1([CH2:13][O:14][C:15]2[CH:16]=[C:17]([CH:21]=[C:22]([O:24][C@H:25]3[CH2:29][CH2:28][O:27][CH2:26]3)[CH:23]=2)[C:18]([OH:20])=O)[CH:12]=[CH:11][CH:10]=[CH:9][CH:8]=1.[NH2:30][C:31]1[CH:36]=[N:35][C:34]([CH3:37])=[CH:33][N:32]=1.N1C=CC=CC=1, predict the reaction product. The product is: [CH3:37][C:34]1[N:35]=[CH:36][C:31]([NH:30][C:18](=[O:20])[C:17]2[CH:21]=[C:22]([O:24][C@H:25]3[CH2:29][CH2:28][O:27][CH2:26]3)[CH:23]=[C:15]([O:14][CH2:13][C:7]3[CH:8]=[CH:9][CH:10]=[CH:11][CH:12]=3)[CH:16]=2)=[N:32][CH:33]=1. (5) Given the reactants [Li+].[OH-].CC1C(C([O:11][CH2:12][C:13]2[CH:18]=[CH:17][C:16]([C:19]34[N:37]([C:38]([C:40]5[C:41]([CH3:45])=[N:42][O:43][CH:44]=5)=[O:39])[CH2:36][CH2:35][N:20]3[C:21](=[O:34])[C:22]3[N:23]([CH:25]=[C:26]([C:28]5[CH:29]=[N:30][CH:31]=[CH:32][CH:33]=5)[CH:27]=3)[CH2:24]4)=[CH:15][CH:14]=2)=O)=CON=1.CO.CC#N, predict the reaction product. The product is: [OH:11][CH2:12][C:13]1[CH:18]=[CH:17][C:16]([C:19]23[N:37]([C:38]([C:40]4[C:41]([CH3:45])=[N:42][O:43][CH:44]=4)=[O:39])[CH2:36][CH2:35][N:20]2[C:21](=[O:34])[C:22]2[N:23]([CH:25]=[C:26]([C:28]4[CH:29]=[N:30][CH:31]=[CH:32][CH:33]=4)[CH:27]=2)[CH2:24]3)=[CH:15][CH:14]=1. (6) Given the reactants [CH3:1][CH:2]([CH2:8][CH2:9][CH3:10])/[CH:3]=[CH:4]/[C:5](O)=[O:6].C(N(C(C)C)CC)(C)C.CN(C(ON1N=NC2C=CC=NC1=2)=[N+](C)C)C.F[P-](F)(F)(F)(F)F.[CH3:44][O:45][C:46]1[CH:55]=[C:54]([N:56]2[CH2:61][CH2:60][NH:59][CH2:58][CH2:57]2)[C:53]2[C:48](=[CH:49][CH:50]=[CH:51][CH:52]=2)[N:47]=1, predict the reaction product. The product is: [CH3:44][O:45][C:46]1[CH:55]=[C:54]([N:56]2[CH2:61][CH2:60][N:59]([C:5](=[O:6])/[CH:4]=[CH:3]/[CH:2]([CH3:1])[CH2:8][CH2:9][CH3:10])[CH2:58][CH2:57]2)[C:53]2[C:48](=[CH:49][CH:50]=[CH:51][CH:52]=2)[N:47]=1.